This data is from Catalyst prediction with 721,799 reactions and 888 catalyst types from USPTO. The task is: Predict which catalyst facilitates the given reaction. (1) The catalyst class is: 21. Product: [Cl:1][C:2]1[CH:3]=[CH:4][C:5]([S:8]([C:11](=[C:29]([NH:28][C:24]2[CH:25]=[CH:26][CH:27]=[C:22]([C:20]#[N:21])[CH:23]=2)[S:30][CH3:31])[C:12]#[N:13])(=[O:9])=[O:10])=[CH:6][CH:7]=1. Reactant: [Cl:1][C:2]1[CH:7]=[CH:6][C:5]([S:8]([CH2:11][C:12]#[N:13])(=[O:10])=[O:9])=[CH:4][CH:3]=1.C(=O)([O-])[O-].[K+].[K+].[C:20]([C:22]1[CH:23]=[C:24]([N:28]=[C:29]=[S:30])[CH:25]=[CH:26][CH:27]=1)#[N:21].[CH3:31]I. (2) Reactant: [C:1]([O:4][CH2:5][CH2:6][O:7][C:8]1[C:9]([F:56])=[C:10]([C@@H:16]([NH:39][C:40]2[CH:45]=[CH:44][C:43]([C:46]([NH2:55])=[N:47][C:48]([O:50][CH2:51][C:52]([CH3:54])=[CH2:53])=[O:49])=[CH:42][CH:41]=2)[C:17]2[N:18]=[C:19]([O:28][CH2:29][O:30][C:31](=[O:38])[C:32]([CH3:37])([CH3:36])[CH2:33][O:34][CH3:35])[N:20]([C:22]3[N:27]=[CH:26][CH:25]=[CH:24][N:23]=3)[N:21]=2)[CH:11]=[C:12]([O:14][CH3:15])[CH:13]=1)(=[O:3])[CH3:2].[CH2:57]([S:60]([OH:63])(=[O:62])=[O:61])[CH2:58][CH3:59]. Product: [CH2:57]([S:60]([OH:63])(=[O:62])=[O:61])[CH2:58][CH3:59].[C:1]([O:4][CH2:5][CH2:6][O:7][C:8]1[C:9]([F:56])=[C:10]([C@@H:16]([NH:39][C:40]2[CH:41]=[CH:42][C:43]([C:46]([NH2:55])=[N:47][C:48]([O:50][CH2:51][C:52]([CH3:54])=[CH2:53])=[O:49])=[CH:44][CH:45]=2)[C:17]2[N:18]=[C:19]([O:28][CH2:29][O:30][C:31](=[O:38])[C:32]([CH3:37])([CH3:36])[CH2:33][O:34][CH3:35])[N:20]([C:22]3[N:27]=[CH:26][CH:25]=[CH:24][N:23]=3)[N:21]=2)[CH:11]=[C:12]([O:14][CH3:15])[CH:13]=1)(=[O:3])[CH3:2]. The catalyst class is: 13. (3) Reactant: Cl[S:2]([CH2:5][C@H:6]([CH3:17])[C:7]([O:9][CH2:10][C:11]1[CH:16]=[CH:15][CH:14]=[CH:13][CH:12]=1)=[O:8])(=[O:4])=[O:3].[C:18]([N:25]1[CH2:30][CH2:29][NH:28][CH2:27][CH2:26]1)([O:20][C:21]([CH3:24])([CH3:23])[CH3:22])=[O:19].CCN(CC)CC. Product: [C:21]([O:20][C:18]([N:25]1[CH2:30][CH2:29][N:28]([S:2]([CH2:5][C@H:6]([CH3:17])[C:7]([O:9][CH2:10][C:11]2[CH:16]=[CH:15][CH:14]=[CH:13][CH:12]=2)=[O:8])(=[O:4])=[O:3])[CH2:27][CH2:26]1)=[O:19])([CH3:24])([CH3:22])[CH3:23]. The catalyst class is: 2. (4) Reactant: I[C:2]1[CH:33]=[CH:32][CH:31]=[CH:30][C:3]=1[C:4]([NH:6][C:7]1[CH:12]=[CH:11][C:10]([N:13]2[CH2:18][CH2:17][N:16]([CH:19]([C:24]3[CH:29]=[CH:28][CH:27]=[CH:26][CH:25]=3)[C:20]([O:22][CH3:23])=[O:21])[CH2:15][CH2:14]2)=[CH:9][CH:8]=1)=[O:5].C([Sn](CCCC)(CCCC)[C:39]1[O:40][CH:41]=[CH:42][CH:43]=1)CCC.C([O-])([O-])=O.[Na+].[Na+].O. Product: [O:40]1[CH:41]=[CH:42][CH:43]=[C:39]1[C:2]1[CH:33]=[CH:32][CH:31]=[CH:30][C:3]=1[C:4]([NH:6][C:7]1[CH:12]=[CH:11][C:10]([N:13]2[CH2:18][CH2:17][N:16]([CH:19]([C:24]3[CH:29]=[CH:28][CH:27]=[CH:26][CH:25]=3)[C:20]([O:22][CH3:23])=[O:21])[CH2:15][CH2:14]2)=[CH:9][CH:8]=1)=[O:5]. The catalyst class is: 184. (5) Reactant: C(NC(C)C)(C)C.[NH2:8][CH2:9][CH:10]([OH:13])[CH2:11][OH:12].F[P-](F)(F)(F)(F)F.N1([O:30][P+](N(C)C)(N(C)C)N(C)C)C2C=CC=CC=2N=N1.[CH3:41][C:42]1[CH:43]=[C:44]([C:59]2[CH:60]=[C:61]([C:65](O)=[O:66])[CH:62]=[N:63][CH:64]=2)[CH:45]=[C:46]([NH:48][C:49]2[N:54]=[C:53]([C:55]([F:58])([F:57])[F:56])[CH:52]=[CH:51][N:50]=2)[CH:47]=1.[OH2:68]. The catalyst class is: 3. Product: [OH:13][CH:10]([CH2:11][OH:12])[CH2:9][NH:8][C:65]([C:61]1[CH:62]=[N:63][CH:64]=[C:59]([C:44]2[CH:45]=[C:46]([NH:48][C:49]3[N:54]=[C:53]([C:55]([F:58])([F:56])[F:57])[CH:52]=[CH:51][N:50]=3)[CH:47]=[C:42]([CH3:41])[CH:43]=2)[CH:60]=1)=[O:66].[C:53]([OH:30])([C:55]([F:58])([F:57])[F:56])=[O:68].